Dataset: NCI-60 drug combinations with 297,098 pairs across 59 cell lines. Task: Regression. Given two drug SMILES strings and cell line genomic features, predict the synergy score measuring deviation from expected non-interaction effect. (1) Drug 1: C1CCN(CC1)CCOC2=CC=C(C=C2)C(=O)C3=C(SC4=C3C=CC(=C4)O)C5=CC=C(C=C5)O. Drug 2: CC1=C(C=C(C=C1)NC2=NC=CC(=N2)N(C)C3=CC4=NN(C(=C4C=C3)C)C)S(=O)(=O)N.Cl. Cell line: SK-MEL-28. Synergy scores: CSS=-1.02, Synergy_ZIP=5.53, Synergy_Bliss=10.8, Synergy_Loewe=1.75, Synergy_HSA=2.87. (2) Drug 1: CN(CC1=CN=C2C(=N1)C(=NC(=N2)N)N)C3=CC=C(C=C3)C(=O)NC(CCC(=O)O)C(=O)O. Drug 2: CC1C(C(CC(O1)OC2CC(CC3=C2C(=C4C(=C3O)C(=O)C5=CC=CC=C5C4=O)O)(C(=O)C)O)N)O. Cell line: MOLT-4. Synergy scores: CSS=39.8, Synergy_ZIP=-13.8, Synergy_Bliss=-24.7, Synergy_Loewe=-21.4, Synergy_HSA=-21.4. (3) Drug 1: COC1=CC(=CC(=C1O)OC)C2C3C(COC3=O)C(C4=CC5=C(C=C24)OCO5)OC6C(C(C7C(O6)COC(O7)C8=CC=CS8)O)O. Drug 2: C1=NNC2=C1C(=O)NC=N2. Cell line: CAKI-1. Synergy scores: CSS=44.1, Synergy_ZIP=-6.53, Synergy_Bliss=-8.59, Synergy_Loewe=-16.3, Synergy_HSA=-3.58. (4) Drug 1: CNC(=O)C1=NC=CC(=C1)OC2=CC=C(C=C2)NC(=O)NC3=CC(=C(C=C3)Cl)C(F)(F)F. Drug 2: C1C(C(OC1N2C=NC3=C2NC=NCC3O)CO)O. Cell line: KM12. Synergy scores: CSS=9.96, Synergy_ZIP=5.81, Synergy_Bliss=10.1, Synergy_Loewe=0.514, Synergy_HSA=2.64. (5) Drug 1: CNC(=O)C1=CC=CC=C1SC2=CC3=C(C=C2)C(=NN3)C=CC4=CC=CC=N4. Drug 2: CC1=C2C(C(=O)C3(C(CC4C(C3C(C(C2(C)C)(CC1OC(=O)C(C(C5=CC=CC=C5)NC(=O)C6=CC=CC=C6)O)O)OC(=O)C7=CC=CC=C7)(CO4)OC(=O)C)O)C)OC(=O)C. Cell line: SR. Synergy scores: CSS=95.5, Synergy_ZIP=15.3, Synergy_Bliss=11.5, Synergy_Loewe=11.1, Synergy_HSA=14.5. (6) Drug 1: CCN(CC)CCNC(=O)C1=C(NC(=C1C)C=C2C3=C(C=CC(=C3)F)NC2=O)C. Drug 2: CC1C(C(CC(O1)OC2CC(CC3=C2C(=C4C(=C3O)C(=O)C5=C(C4=O)C(=CC=C5)OC)O)(C(=O)CO)O)N)O.Cl. Synergy scores: CSS=16.3, Synergy_ZIP=0.179, Synergy_Bliss=-1.11, Synergy_Loewe=-18.2, Synergy_HSA=-4.78. Cell line: T-47D. (7) Drug 1: CNC(=O)C1=NC=CC(=C1)OC2=CC=C(C=C2)NC(=O)NC3=CC(=C(C=C3)Cl)C(F)(F)F. Drug 2: C(CCl)NC(=O)N(CCCl)N=O. Cell line: NCI-H522. Synergy scores: CSS=2.43, Synergy_ZIP=-0.209, Synergy_Bliss=0.0745, Synergy_Loewe=-6.43, Synergy_HSA=-3.33. (8) Drug 1: C1=C(C(=O)NC(=O)N1)F. Drug 2: C1CCC(C(C1)N)N.C(=O)(C(=O)[O-])[O-].[Pt+4]. Cell line: MDA-MB-231. Synergy scores: CSS=12.0, Synergy_ZIP=-5.81, Synergy_Bliss=-5.23, Synergy_Loewe=-3.38, Synergy_HSA=-2.46. (9) Drug 1: CN(C)N=NC1=C(NC=N1)C(=O)N. Drug 2: CC=C1C(=O)NC(C(=O)OC2CC(=O)NC(C(=O)NC(CSSCCC=C2)C(=O)N1)C(C)C)C(C)C. Cell line: LOX IMVI. Synergy scores: CSS=83.4, Synergy_ZIP=0.869, Synergy_Bliss=2.96, Synergy_Loewe=3.29, Synergy_HSA=5.13. (10) Drug 1: CNC(=O)C1=CC=CC=C1SC2=CC3=C(C=C2)C(=NN3)C=CC4=CC=CC=N4. Drug 2: CN(CCCl)CCCl.Cl. Cell line: KM12. Synergy scores: CSS=16.0, Synergy_ZIP=-5.58, Synergy_Bliss=-2.02, Synergy_Loewe=-0.489, Synergy_HSA=0.259.